Dataset: Reaction yield outcomes from USPTO patents with 853,638 reactions. Task: Predict the reaction yield, written as a fraction of the theoretical maximum amount of product (1.0 means a 100% yield; for example, 0.34 means a 34% yield). (1) The reactants are I(Cl)(=O)=O.[I:5](Cl)(=O)=O.C([N+](C)(C)C)C1C=CC=CC=1.Cl.Cl.[NH2:22][C:23]1[CH:28]=[C:27]([CH3:29])[C:26]([CH2:30][CH2:31][S:32]([N:35]2[CH2:52][CH2:51][C:38]3([N:42]=[C:41]([CH:43]4[CH2:48][CH2:47][CH:46]([CH3:49])[CH2:45][CH2:44]4)[NH:40][C:39]3=[O:50])[CH2:37][CH2:36]2)(=[O:34])=[O:33])=[C:25]([CH3:53])[CH:24]=1.C(=O)([O-])[O-].[Ca+2].C(=O)(O)[O-].[Na+]. The catalyst is CO.C(OCC)(=O)C.ClCCl. The product is [NH2:22][C:23]1[CH:24]=[C:25]([CH3:53])[C:26]([CH2:30][CH2:31][S:32]([N:35]2[CH2:36][CH2:37][C:38]3([N:42]=[C:41]([CH:43]4[CH2:48][CH2:47][CH:46]([CH3:49])[CH2:45][CH2:44]4)[NH:40][C:39]3=[O:50])[CH2:51][CH2:52]2)(=[O:34])=[O:33])=[C:27]([CH3:29])[C:28]=1[I:5]. The yield is 0.620. (2) The reactants are [CH2:1]([N:3]1[C:15]2[CH:14]=[C:13]([C:16]3[CH:21]=[CH:20][CH:19]=[CH:18][C:17]=3[C:22]3[CH:27]=[CH:26][CH:25]=[C:24]([O:28][CH3:29])[CH:23]=3)[CH:12]=[CH:11][C:10]=2[C:9]2[C:4]1=[CH:5][CH:6]=[CH:7][CH:8]=2)[CH3:2]. The catalyst is ClCCl. The product is [CH2:1]([N:3]1[C:15]2[CH:14]=[C:13]3[C:16]4[C:17]([C:22]5[CH:23]=[C:24]([O:28][CH3:29])[CH:25]=[CH:26][C:27]=5[C:12]3=[CH:11][C:10]=2[C:9]2[CH:8]=[CH:7][CH:6]=[CH:5][C:4]1=2)=[CH:18][CH:19]=[CH:20][CH:21]=4)[CH3:2]. The yield is 0.640. (3) The reactants are Cl[C:2]1[N:3]=[N+:4]([O-:12])[C:5]2[CH:11]=[CH:10][CH:9]=[CH:8][C:6]=2[N:7]=1.[CH3:13][O:14][C:15]1[CH:20]=[CH:19][C:18](B(O)O)=[CH:17][CH:16]=1.C([O-])([O-])=O.[Cs+].[Cs+]. The catalyst is COCCOC.O.C1C=CC([P]([Pd]([P](C2C=CC=CC=2)(C2C=CC=CC=2)C2C=CC=CC=2)([P](C2C=CC=CC=2)(C2C=CC=CC=2)C2C=CC=CC=2)[P](C2C=CC=CC=2)(C2C=CC=CC=2)C2C=CC=CC=2)(C2C=CC=CC=2)C2C=CC=CC=2)=CC=1. The product is [CH3:13][O:14][C:15]1[CH:20]=[CH:19][C:18]([C:2]2[N:3]=[N+:4]([O-:12])[C:5]3[CH:11]=[CH:10][CH:9]=[CH:8][C:6]=3[N:7]=2)=[CH:17][CH:16]=1. The yield is 0.570. (4) The reactants are [CH2:1]([O:3][C:4](=[O:17])[CH2:5][N:6]1[CH:14]=[N:13][C:12]2[C:7]1=[N:8][C:9](N)=[N:10][C:11]=2[I:15])[CH3:2].ClC(Cl)(O[C:22](=[O:28])OC(Cl)(Cl)Cl)Cl.C([N:33](CC)C(C)C)(C)C.[CH2:39]([OH:49])[C:40]1[CH:48]=[CH:47][C:46]2[O:45][CH2:44][O:43][C:42]=2[CH:41]=1. The catalyst is O1CCCC1.C(O)C.O. The product is [CH2:1]([O:3][C:4](=[O:17])[CH2:5][N:6]1[C:14]([NH2:33])=[N:13][C:12]2[C:7]1=[N:8][C:9]([C:22]([O:49][CH2:39][C:40]1[CH:48]=[CH:47][C:46]3[O:45][CH2:44][O:43][C:42]=3[CH:41]=1)=[O:28])=[N:10][C:11]=2[I:15])[CH3:2]. The yield is 0.460. (5) The reactants are [F:1][C:2]1[CH:3]=[CH:4][C:5]2[NH:9][C:8](=[O:10])[N:7]([CH:11]3[CH2:16][CH2:15][N:14]([C:17]4([CH3:22])[CH2:21][CH2:20][NH:19][CH2:18]4)[CH2:13][CH2:12]3)[C:6]=2[CH:23]=1.[C:24](Cl)(=[O:29])[O:25][CH2:26][CH2:27][CH3:28]. No catalyst specified. The product is [F:1][C:2]1[CH:3]=[CH:4][C:5]2[NH:9][C:8](=[O:10])[N:7]([CH:11]3[CH2:16][CH2:15][N:14]([C:17]4([CH3:22])[CH2:21][CH2:20][N:19]([C:24]([O:25][CH2:26][CH2:27][CH3:28])=[O:29])[CH2:18]4)[CH2:13][CH2:12]3)[C:6]=2[CH:23]=1. The yield is 0.434. (6) The reactants are [C:1]([O:4][C@@H:5]1[C@H:9]([CH2:10][CH2:11][CH2:12][CH2:13][CH2:14][CH2:15][C:16]([O:18][CH3:19])=[O:17])[C@@H:8]([CH2:20][CH2:21][C:22](=[O:30])[C:23]([F:29])([F:28])[CH2:24][CH2:25][CH2:26][CH3:27])[C@H:7]([O:31][CH:32]2[CH2:37][CH2:36][CH2:35][CH2:34][O:33]2)[CH2:6]1)(=[O:3])[CH3:2].[BH4-].[Na+].C(O)(=O)C. The catalyst is CO. The product is [C:1]([O:4][C@@H:5]1[C@H:9]([CH2:10][CH2:11][CH2:12][CH2:13][CH2:14][CH2:15][C:16]([O:18][CH3:19])=[O:17])[C@@H:8]([CH2:20][CH2:21][CH:22]([OH:30])[C:23]([F:28])([F:29])[CH2:24][CH2:25][CH2:26][CH3:27])[C@H:7]([O:31][CH:32]2[CH2:37][CH2:36][CH2:35][CH2:34][O:33]2)[CH2:6]1)(=[O:3])[CH3:2]. The yield is 0.991.